Dataset: Forward reaction prediction with 1.9M reactions from USPTO patents (1976-2016). Task: Predict the product of the given reaction. Given the reactants [NH2:1][C:2]1[CH:11]=[C:10]2[C:5]([C:6]([C:13]([F:16])([F:15])[F:14])=[CH:7][C:8](=[O:12])[O:9]2)=[CH:4][CH:3]=1.[Cl:17][C:18]1[CH:23]=[CH:22][C:21]([S:24](Cl)(=[O:26])=[O:25])=[CH:20][CH:19]=1.Cl, predict the reaction product. The product is: [F:15][C:13]([F:16])([F:14])[C:6]1[C:5]2[C:10](=[CH:11][C:2]([NH:1][S:24]([C:21]3[CH:22]=[CH:23][C:18]([Cl:17])=[CH:19][CH:20]=3)(=[O:26])=[O:25])=[CH:3][CH:4]=2)[O:9][C:8](=[O:12])[CH:7]=1.